Task: Predict the reactants needed to synthesize the given product.. Dataset: Full USPTO retrosynthesis dataset with 1.9M reactions from patents (1976-2016) (1) Given the product [Br:1][C:2]1[C:7]([O:8][CH3:9])=[CH:6][C:5]([C:10]2[O:11][C:12]([C:20](=[O:32])[CH:21]([O:30][CH3:31])[C:22]3[CH:23]=[N:24][C:25]([O:28][CH3:29])=[CH:26][CH:27]=3)=[CH:13][CH:14]=2)=[CH:4][C:3]=1[O:15][CH3:16], predict the reactants needed to synthesize it. The reactants are: [Br:1][C:2]1[C:7]([O:8][CH3:9])=[CH:6][C:5]([C:10]2[O:11][CH:12]=[CH:13][CH:14]=2)=[CH:4][C:3]=1[O:15][CH3:16].CON(C)[C:20](=[O:32])[CH:21]([O:30][CH3:31])[C:22]1[CH:23]=[N:24][C:25]([O:28][CH3:29])=[CH:26][CH:27]=1. (2) Given the product [NH2:26][C:25]1[N:27]=[C:4]([C:6]2[O:10][N:9]=[CH:8][CH:7]=2)[C:12]([C:13]#[N:20])=[C:11]([S:29][CH3:31])[N:24]=1, predict the reactants needed to synthesize it. The reactants are: C(O[C:4]([C:6]1[O:10][N:9]=[CH:8][CH:7]=1)=O)C.[CH2:11]([Li])[CH2:12][CH2:13]C.[H-].[Na+].CI.[N+:20]([O-])(O)=O.[NH2:24][C:25]([NH2:27])=[NH:26].C[S:29]([CH3:31])=O. (3) Given the product [CH3:34][N:35]1[CH2:40][CH2:39][N:38]([C:14]2[CH:15]=[CH:16][N:11]3[N:10]=[C:9]([C:25]4[CH:26]=[CH:27][CH:28]=[CH:29][CH:30]=4)[C:8]([C:5]4[CH:6]=[CH:7][C:2](=[O:1])[N:3]([CH:31]([CH3:33])[CH3:32])[N:4]=4)=[C:12]3[CH:13]=2)[CH2:37][CH2:36]1, predict the reactants needed to synthesize it. The reactants are: [O:1]=[C:2]1[CH:7]=[CH:6][C:5]([C:8]2[C:9]([C:25]3[CH:30]=[CH:29][CH:28]=[CH:27][CH:26]=3)=[N:10][N:11]3[CH:16]=[CH:15][C:14](OS(C(F)(F)F)(=O)=O)=[CH:13][C:12]=23)=[N:4][N:3]1[CH:31]([CH3:33])[CH3:32].[CH3:34][N:35]1[CH2:40][CH2:39][NH:38][CH2:37][CH2:36]1.C([O-])([O-])=O.[Cs+].[Cs+].C1C=CC(P(C2C(C3C(P(C4C=CC=CC=4)C4C=CC=CC=4)=CC=C4C=3C=CC=C4)=C3C(C=CC=C3)=CC=2)C2C=CC=CC=2)=CC=1.C1OCCOCCOCCOCCOCCOC1. (4) Given the product [OH:3][C:4]1[C:5]([C:21]([OH:23])=[O:22])=[N:6][C:7]([N:14]([CH3:20])[S:15]([CH2:18][CH3:19])(=[O:17])=[O:16])=[C:8]2[C:13]=1[N:12]=[CH:11][CH:10]=[CH:9]2, predict the reactants needed to synthesize it. The reactants are: [OH-].[Na+].[OH:3][C:4]1[C:5]([C:21]([O:23]C)=[O:22])=[N:6][C:7]([N:14]([CH3:20])[S:15]([CH2:18][CH3:19])(=[O:17])=[O:16])=[C:8]2[C:13]=1[N:12]=[CH:11][CH:10]=[CH:9]2.Cl.